Dataset: Forward reaction prediction with 1.9M reactions from USPTO patents (1976-2016). Task: Predict the product of the given reaction. (1) Given the reactants [CH2:1]([O:8][CH2:9][C:10](=O)[CH2:11][C:12]([O:14][CH2:15][CH3:16])=[O:13])[C:2]1[CH:7]=[CH:6][CH:5]=[CH:4][CH:3]=1.C([O-])=O.[NH4+:21], predict the reaction product. The product is: [CH2:1]([O:8][CH2:9][C:10]([NH2:21])=[CH:11][C:12]([O:14][CH2:15][CH3:16])=[O:13])[C:2]1[CH:7]=[CH:6][CH:5]=[CH:4][CH:3]=1. (2) The product is: [Cl:1][C:2]1[CH:43]=[C:42]([CH:45]=[CH:68][C:67]=1[Cl:69])[CH2:41][CH2:4][CH2:5][NH:6][C:7]1[CH:8]=[CH:9][C:10]([O:13][C:14]2[CH:19]=[CH:18][C:17]([CH2:20][NH:21][CH2:22][C:23]([N:25]3[CH2:30][CH2:29][N:28]([CH2:31][C:32]4[CH:40]=[CH:59][C:58]5[O:60][CH2:36][O:35][C:34]=5[CH:33]=4)[CH2:27][CH2:26]3)=[O:24])=[CH:16][CH:15]=2)=[N:11][CH:12]=1. Given the reactants [Cl:1][C:2]1C=[C:4]([CH:41]=[CH:42][C:43]=1Cl)[CH2:5][NH:6][C:7]1[CH:8]=[CH:9][C:10]([O:13][C:14]2[CH:19]=[CH:18][C:17]([CH2:20][NH:21][CH2:22][C:23]([N:25]3[CH2:30][CH2:29][N:28]([CH2:31][C:32]4[CH:40]=CC5O[CH2:36][O:35][C:34]=5[CH:33]=4)[CH2:27][CH2:26]3)=[O:24])=[CH:16][CH:15]=2)=[N:11][CH:12]=1.[CH:45](=O)C.C(O[BH-](O[C:58](=[O:60])[CH3:59])OC(=O)C)(=O)C.[Na+].C(O)(=O)C.Cl[CH:67]([Cl:69])[CH3:68], predict the reaction product. (3) Given the reactants NS(C1C=C(C=CC=1Cl)C(O[CH2:11][C:12]1[CH:17]=[CH:16][N:15]2[N:18]=[C:19]([C:27]3[CH:32]=[CH:31][C:30]([F:33])=[CH:29][CH:28]=3)[C:20]([C:21]3[CH:26]=[CH:25][N:24]=[CH:23][CH:22]=3)=[C:14]2[CH:13]=1)=O)(=O)=O.[NH2:38]N, predict the reaction product. The product is: [F:33][C:30]1[CH:31]=[CH:32][C:27]([C:19]2[C:20]([C:21]3[CH:22]=[CH:23][N:24]=[CH:25][CH:26]=3)=[C:14]3[CH:13]=[C:12]([CH2:11][NH2:38])[CH:17]=[CH:16][N:15]3[N:18]=2)=[CH:28][CH:29]=1.